From a dataset of Catalyst prediction with 721,799 reactions and 888 catalyst types from USPTO. Predict which catalyst facilitates the given reaction. (1) Reactant: [CH3:1][O:2][C:3]1[CH:12]=[CH:11][CH:10]=[CH:9][C:4]=1[O:5][CH2:6][CH2:7][NH2:8].[O:13]1[CH2:15][CH:14]1[CH2:16][O:17][C:18]1[C:30]2[C:29]3[C:24](=[CH:25][CH:26]=[CH:27][CH:28]=3)[NH:23][C:22]=2[CH:21]=[CH:20][CH:19]=1.O.Cl. Product: [CH3:1][O:2][C:3]1[CH:12]=[CH:11][CH:10]=[CH:9][C:4]=1[O:5][CH2:6][CH2:7][NH:8][CH2:15][CH:14]([OH:13])[CH2:16][O:17][C:18]1[CH:19]=[CH:20][CH:21]=[C:22]2[NH:23][C:24]3[CH:25]=[CH:26][CH:27]=[CH:28][C:29]=3[C:30]=12. The catalyst class is: 13. (2) The catalyst class is: 4. Product: [CH:19]1([C:16]2[N:15]=[C:14]([CH:11]3[CH2:12][CH2:13][NH:8][CH2:9][CH2:10]3)[O:18][N:17]=2)[CH2:20][CH2:21]1. Reactant: C(OC([N:8]1[CH2:13][CH2:12][CH:11]([C:14]2[O:18][N:17]=[C:16]([CH:19]3[CH2:21][CH2:20]3)[N:15]=2)[CH2:10][CH2:9]1)=O)(C)(C)C.FC(F)(F)C(O)=O.C(=O)(O)[O-].[Na+].